From a dataset of Forward reaction prediction with 1.9M reactions from USPTO patents (1976-2016). Predict the product of the given reaction. (1) Given the reactants B(Br)(Br)Br.[CH2:5]([C:7]1[C:8]([NH:25][CH:26]([CH2:29][CH3:30])[CH2:27][CH3:28])=[N:9][C:10]([CH2:23][CH3:24])=[C:11]([C:13]2[CH:18]=[CH:17][C:16]([O:19]C)=[CH:15][C:14]=2[O:21]C)[N:12]=1)[CH3:6], predict the reaction product. The product is: [CH2:5]([C:7]1[C:8]([NH:25][CH:26]([CH2:29][CH3:30])[CH2:27][CH3:28])=[N:9][C:10]([CH2:23][CH3:24])=[C:11]([C:13]2[CH:18]=[CH:17][C:16]([OH:19])=[CH:15][C:14]=2[OH:21])[N:12]=1)[CH3:6]. (2) Given the reactants [CH3:1][O:2][CH2:3][CH2:4][CH2:5][C:6]1[CH:7]=[CH:8][C:9]([S:16][CH3:17])=[C:10]([CH:15]=1)[C:11](OC)=[O:12].[H-].[Al+3].[Li+].[H-].[H-].[H-], predict the reaction product. The product is: [CH3:1][O:2][CH2:3][CH2:4][CH2:5][C:6]1[CH:7]=[CH:8][C:9]([S:16][CH3:17])=[C:10]([CH:15]=1)[CH2:11][OH:12]. (3) Given the reactants [CH2:1]=[C:2]1[S:6][C:5](=[NH:7])[N:4]([C:8]2[CH:21]=[CH:20][C:11]3[O:12][C:13]([F:19])([F:18])[C:14]([F:17])([F:16])[O:15][C:10]=3[CH:9]=2)[CH2:3]1.CCN(C(C)C)C(C)C.[C:31](Cl)(=[O:36])[C:32]([CH3:35])([CH3:34])[CH3:33], predict the reaction product. The product is: [CH3:33][C:32]([CH3:35])([CH3:34])[C:31](/[N:7]=[C:5]1\[S:6][C:2]([CH3:1])=[CH:3][N:4]\1[C:8]1[CH:21]=[CH:20][C:11]2[O:12][C:13]([F:19])([F:18])[C:14]([F:16])([F:17])[O:15][C:10]=2[CH:9]=1)=[O:36]. (4) Given the reactants C([O:8][N:9]1[C:14]2[N:15]=[CH:16][N:17]=[C:18]([CH3:19])[C:13]=2[C:12]([NH:20][CH2:21][C:22]2[CH:27]=[CH:26][C:25]([NH:28][C:29](=[O:31])[CH3:30])=[CH:24][CH:23]=2)=[CH:11][C:10]1=[O:32])C1C=CC=CC=1.CO.[H][H], predict the reaction product. The product is: [OH:8][N:9]1[C:14]2[N:15]=[CH:16][N:17]=[C:18]([CH3:19])[C:13]=2[C:12]([NH:20][CH2:21][C:22]2[CH:27]=[CH:26][C:25]([NH:28][C:29](=[O:31])[CH3:30])=[CH:24][CH:23]=2)=[CH:11][C:10]1=[O:32]. (5) Given the reactants F[C:2]1[CH:7]=[CH:6][CH:5]=[C:4](F)[C:3]=1[N+:9]([O-:11])=[O:10].[NH2:12][CH:13]([C:18]1[CH:23]=[CH:22][CH:21]=[CH:20][CH:19]=1)[CH2:14][C:15]([OH:17])=[O:16].C(=O)([O-])[O-].[K+].[K+].[CH3:30][O:31][C:32]1[CH:39]=[CH:38][C:35]([CH2:36][NH2:37])=[CH:34][CH:33]=1, predict the reaction product. The product is: [CH3:30][O:31][C:32]1[CH:39]=[CH:38][C:35]([CH2:36][NH:37][C:2]2[C:3]([N+:9]([O-:11])=[O:10])=[C:4]([CH:5]=[CH:6][CH:7]=2)[NH:12][CH:13]([C:18]2[CH:23]=[CH:22][CH:21]=[CH:20][CH:19]=2)[CH2:14][C:15]([OH:17])=[O:16])=[CH:34][CH:33]=1.